The task is: Predict the product of the given reaction.. This data is from Forward reaction prediction with 1.9M reactions from USPTO patents (1976-2016). (1) Given the reactants [Cl:1][C:2]1[N:10]=[C:9]([CH3:11])[N:8]=[C:7]2[C:3]=1[N:4]([CH2:24][C:25]([O:27]CC)=[O:26])[C:5](=[O:23])[N:6]2[C:12]1[CH:17]=[CH:16][C:15]([CH:18]([CH3:20])[CH3:19])=[CH:14][C:13]=1[S:21][CH3:22].[OH-].[Na+], predict the reaction product. The product is: [Cl:1][C:2]1[N:10]=[C:9]([CH3:11])[N:8]=[C:7]2[C:3]=1[N:4]([CH2:24][C:25]([OH:27])=[O:26])[C:5](=[O:23])[N:6]2[C:12]1[CH:17]=[CH:16][C:15]([CH:18]([CH3:19])[CH3:20])=[CH:14][C:13]=1[S:21][CH3:22]. (2) Given the reactants [NH2:1][C:2]1[CH:3]=[N:4][C:5]2[C:10]([C:11]=1[NH:12][CH2:13][C:14]1([OH:20])[CH2:19][CH2:18][O:17][CH2:16][CH2:15]1)=[CH:9][CH:8]=[CH:7][CH:6]=2.[CH2:21]([O:23][CH2:24][C:25](Cl)=O)[CH3:22], predict the reaction product. The product is: [CH2:21]([O:23][CH2:24][C:25]1[N:12]([CH2:13][C:14]2([OH:20])[CH2:19][CH2:18][O:17][CH2:16][CH2:15]2)[C:11]2[C:10]3[CH:9]=[CH:8][CH:7]=[CH:6][C:5]=3[N:4]=[CH:3][C:2]=2[N:1]=1)[CH3:22]. (3) Given the reactants Cl.[NH:2]1[CH2:5][CH:4]([C:6]2[CH:27]=[CH:26][C:9]3[C:10]4[N:14]([CH2:15][CH2:16][O:17][C:8]=3[CH:7]=2)[CH:13]=[C:12]([C:18]2[N:19]([CH:23]([CH3:25])[CH3:24])[N:20]=[CH:21][N:22]=2)[N:11]=4)[CH2:3]1.C(OC([NH:35][C:36]1([C:39](O)=[O:40])[CH2:38][CH2:37]1)=O)(C)(C)C.CO, predict the reaction product. The product is: [NH2:35][C:36]1([C:39]([N:2]2[CH2:3][CH:4]([C:6]3[CH:27]=[CH:26][C:9]4[C:10]5[N:14]([CH:13]=[C:12]([C:18]6[N:19]([CH:23]([CH3:24])[CH3:25])[N:20]=[CH:21][N:22]=6)[N:11]=5)[CH2:15][CH2:16][O:17][C:8]=4[CH:7]=3)[CH2:5]2)=[O:40])[CH2:38][CH2:37]1. (4) Given the reactants [NH2:1][C:2]1[C:11]([N+:12]([O-])=O)=[CH:10][C:9]2[C:4](=[CH:5][CH:6]=[C:7]([O:15][CH3:16])[CH:8]=2)[N:3]=1, predict the reaction product. The product is: [NH2:1][C:2]1[C:11]([NH2:12])=[CH:10][C:9]2[C:4](=[CH:5][CH:6]=[C:7]([O:15][CH3:16])[CH:8]=2)[N:3]=1. (5) Given the reactants [CH2:1]([N:3]([CH3:27])[C:4]([C:6]1[CH:10]=[C:9]([C:11]2[CH:16]=[CH:15][C:14]([CH2:17][NH2:18])=[CH:13][N:12]=2)[N:8]([C:19]2[N:20]=[N:21][C:22]([O:25][CH3:26])=[CH:23][CH:24]=2)[N:7]=1)=[O:5])[CH3:2].[CH3:28][S:29](Cl)(=[O:31])=[O:30], predict the reaction product. The product is: [CH2:1]([N:3]([CH3:27])[C:4]([C:6]1[CH:10]=[C:9]([C:11]2[CH:16]=[CH:15][C:14]([CH2:17][NH:18][S:29]([CH3:28])(=[O:31])=[O:30])=[CH:13][N:12]=2)[N:8]([C:19]2[N:20]=[N:21][C:22]([O:25][CH3:26])=[CH:23][CH:24]=2)[N:7]=1)=[O:5])[CH3:2]. (6) Given the reactants [I:1][C:2]1[C:10]2[C:5](=[N:6][CH:7]=[C:8]([C:11]3[CH:12]=[C:13]([CH:17]=[CH:18][CH:19]=3)[C:14]([OH:16])=O)[CH:9]=2)[N:4]([CH2:20][O:21][CH2:22][CH2:23][Si:24]([CH3:27])([CH3:26])[CH3:25])[N:3]=1.[CH3:28][N:29]([CH3:38])[CH2:30][CH2:31][N:32]1[CH2:37][CH2:36][NH:35][CH2:34][CH2:33]1.F[P-](F)(F)(F)(F)F.N1(OC(N(C)C)=[N+](C)C)C2N=CC=CC=2N=N1.C(N(CC)CC)C, predict the reaction product. The product is: [CH3:28][N:29]([CH3:38])[CH2:30][CH2:31][N:32]1[CH2:37][CH2:36][N:35]([C:14]([C:13]2[CH:17]=[CH:18][CH:19]=[C:11]([C:8]3[CH:9]=[C:10]4[C:2]([I:1])=[N:3][N:4]([CH2:20][O:21][CH2:22][CH2:23][Si:24]([CH3:27])([CH3:25])[CH3:26])[C:5]4=[N:6][CH:7]=3)[CH:12]=2)=[O:16])[CH2:34][CH2:33]1.